From a dataset of Peptide-MHC class I binding affinity with 185,985 pairs from IEDB/IMGT. Regression. Given a peptide amino acid sequence and an MHC pseudo amino acid sequence, predict their binding affinity value. This is MHC class I binding data. (1) The peptide sequence is FLKEMGGL. The MHC is HLA-B40:01 with pseudo-sequence HLA-B40:01. The binding affinity (normalized) is 0. (2) The peptide sequence is CYPRLWGVR. The MHC is HLA-B07:02 with pseudo-sequence HLA-B07:02. The binding affinity (normalized) is 0.155.